This data is from NCI-60 drug combinations with 297,098 pairs across 59 cell lines. The task is: Regression. Given two drug SMILES strings and cell line genomic features, predict the synergy score measuring deviation from expected non-interaction effect. (1) Drug 1: C1C(C(OC1N2C=NC3=C(N=C(N=C32)Cl)N)CO)O. Drug 2: C1=CC=C(C(=C1)C(C2=CC=C(C=C2)Cl)C(Cl)Cl)Cl. Cell line: K-562. Synergy scores: CSS=37.0, Synergy_ZIP=2.44, Synergy_Bliss=1.90, Synergy_Loewe=-26.2, Synergy_HSA=-0.372. (2) Drug 1: CN(CC1=CN=C2C(=N1)C(=NC(=N2)N)N)C3=CC=C(C=C3)C(=O)NC(CCC(=O)O)C(=O)O. Drug 2: CCCCCOC(=O)NC1=NC(=O)N(C=C1F)C2C(C(C(O2)C)O)O. Cell line: UO-31. Synergy scores: CSS=59.4, Synergy_ZIP=-1.34, Synergy_Bliss=-1.34, Synergy_Loewe=-53.1, Synergy_HSA=0.259. (3) Drug 1: C1CN(CCN1C(=O)CCBr)C(=O)CCBr. Drug 2: CC(C)NC(=O)C1=CC=C(C=C1)CNNC.Cl. Cell line: TK-10. Synergy scores: CSS=7.17, Synergy_ZIP=-3.20, Synergy_Bliss=-4.49, Synergy_Loewe=-1.34, Synergy_HSA=-4.78. (4) Drug 1: CCC1(CC2CC(C3=C(CCN(C2)C1)C4=CC=CC=C4N3)(C5=C(C=C6C(=C5)C78CCN9C7C(C=CC9)(C(C(C8N6C=O)(C(=O)OC)O)OC(=O)C)CC)OC)C(=O)OC)O.OS(=O)(=O)O. Drug 2: C(CCl)NC(=O)N(CCCl)N=O. Cell line: SF-295. Synergy scores: CSS=7.23, Synergy_ZIP=1.01, Synergy_Bliss=0.726, Synergy_Loewe=-5.58, Synergy_HSA=-5.88. (5) Drug 1: C1CCN(CC1)CCOC2=CC=C(C=C2)C(=O)C3=C(SC4=C3C=CC(=C4)O)C5=CC=C(C=C5)O. Drug 2: C1=NC2=C(N1)C(=S)N=CN2. Cell line: A498. Synergy scores: CSS=4.96, Synergy_ZIP=-0.419, Synergy_Bliss=0.653, Synergy_Loewe=-8.42, Synergy_HSA=-4.01. (6) Drug 2: COC1=CC(=CC(=C1O)OC)C2C3C(COC3=O)C(C4=CC5=C(C=C24)OCO5)OC6C(C(C7C(O6)COC(O7)C8=CC=CS8)O)O. Cell line: OVCAR-8. Synergy scores: CSS=40.5, Synergy_ZIP=2.51, Synergy_Bliss=4.65, Synergy_Loewe=5.13, Synergy_HSA=8.07. Drug 1: CC(CN1CC(=O)NC(=O)C1)N2CC(=O)NC(=O)C2. (7) Drug 1: C1=NC2=C(N1)C(=S)N=CN2. Drug 2: C1C(C(OC1N2C=NC3=C2NC=NCC3O)CO)O. Cell line: ACHN. Synergy scores: CSS=24.2, Synergy_ZIP=-4.55, Synergy_Bliss=3.54, Synergy_Loewe=-0.530, Synergy_HSA=4.00. (8) Drug 1: CC1C(C(=O)NC(C(=O)N2CCCC2C(=O)N(CC(=O)N(C(C(=O)O1)C(C)C)C)C)C(C)C)NC(=O)C3=C4C(=C(C=C3)C)OC5=C(C(=O)C(=C(C5=N4)C(=O)NC6C(OC(=O)C(N(C(=O)CN(C(=O)C7CCCN7C(=O)C(NC6=O)C(C)C)C)C)C(C)C)C)N)C. Drug 2: CC1=C(C=C(C=C1)NC(=O)C2=CC=C(C=C2)CN3CCN(CC3)C)NC4=NC=CC(=N4)C5=CN=CC=C5. Cell line: SK-OV-3. Synergy scores: CSS=5.73, Synergy_ZIP=8.43, Synergy_Bliss=15.2, Synergy_Loewe=12.1, Synergy_HSA=11.7. (9) Drug 1: CNC(=O)C1=CC=CC=C1SC2=CC3=C(C=C2)C(=NN3)C=CC4=CC=CC=N4. Drug 2: CN(C)C1=NC(=NC(=N1)N(C)C)N(C)C. Cell line: SF-295. Synergy scores: CSS=2.77, Synergy_ZIP=-3.53, Synergy_Bliss=-7.90, Synergy_Loewe=-6.12, Synergy_HSA=-6.38.